From a dataset of Forward reaction prediction with 1.9M reactions from USPTO patents (1976-2016). Predict the product of the given reaction. Given the reactants Cl[C:2]1[C:7]([C:8]([N:10]2[CH2:15][CH2:14][CH:13]([C:16]3[CH:21]=[CH:20][C:19]([F:22])=[CH:18][CH:17]=3)[CH2:12][CH2:11]2)=[O:9])=[CH:6][N:5]([CH3:23])[C:4](=[O:24])[C:3]=1[N+:25]([O-:27])=[O:26].[S:28]1[C:32]2[CH:33]=[C:34]([NH2:37])[CH:35]=[CH:36][C:31]=2[N:30]=[CH:29]1, predict the reaction product. The product is: [S:28]1[C:32]2[CH:33]=[C:34]([NH:37][C:2]3[C:7]([C:8]([N:10]4[CH2:15][CH2:14][CH:13]([C:16]5[CH:21]=[CH:20][C:19]([F:22])=[CH:18][CH:17]=5)[CH2:12][CH2:11]4)=[O:9])=[CH:6][N:5]([CH3:23])[C:4](=[O:24])[C:3]=3[N+:25]([O-:27])=[O:26])[CH:35]=[CH:36][C:31]=2[N:30]=[CH:29]1.